Dataset: Peptide-MHC class I binding affinity with 185,985 pairs from IEDB/IMGT. Task: Regression. Given a peptide amino acid sequence and an MHC pseudo amino acid sequence, predict their binding affinity value. This is MHC class I binding data. (1) The peptide sequence is TVLGLGLSLK. The MHC is HLA-A02:02 with pseudo-sequence HLA-A02:02. The binding affinity (normalized) is 0. (2) The peptide sequence is VIGLIVILFI. The MHC is HLA-A02:01 with pseudo-sequence HLA-A02:01. The binding affinity (normalized) is 0.491. (3) The peptide sequence is MEFIDGISL. The MHC is HLA-B44:03 with pseudo-sequence HLA-B44:03. The binding affinity (normalized) is 0.633. (4) The peptide sequence is SYQYLIIQNR. The MHC is HLA-A03:01 with pseudo-sequence HLA-A03:01. The binding affinity (normalized) is 0.151. (5) The peptide sequence is WYVNHTGFNV. The MHC is HLA-A29:02 with pseudo-sequence HLA-A29:02. The binding affinity (normalized) is 0.324. (6) The peptide sequence is AVRAFLLRHY. The MHC is HLA-A03:01 with pseudo-sequence HLA-A03:01. The binding affinity (normalized) is 0.375.